Predict which catalyst facilitates the given reaction. From a dataset of Catalyst prediction with 721,799 reactions and 888 catalyst types from USPTO. (1) Reactant: [Br:1][C:2]1[CH:18]=[C:17]2[C:5]([CH2:6]C3C4C=C(Cl)C=CC=4[NH:9][C:8]=32)=[CH:4][CH:3]=1.[CH:19]1[CH:24]=[C:23]([Cl:25])[CH:22]=[C:21]([C:26]([O:28]O)=O)[CH:20]=1.C([O-])(O)=[O:31].[Na+]. Product: [Br:1][C:2]1[CH:3]=[CH:4][C:5]2[CH2:6][C:26](=[O:28])[C:21]3[CH:22]=[C:23]([Cl:25])[CH:24]=[CH:19][C:20]=3[NH:9][C:8](=[O:31])[C:17]=2[CH:18]=1. The catalyst class is: 22. (2) Reactant: [F:1][C:2]1[C:14]([F:15])=[CH:13][CH:12]=[CH:11][C:3]=1[C:4]([NH:6][CH2:7][C:8]([OH:10])=O)=[O:5].CN(C(ON1N=NC2C=CC=CC1=2)=[N+](C)C)C.[B-](F)(F)(F)F.[CH3:38][CH:39]([CH3:56])[CH2:40][C@@H:41]([B:43]1[O:47][C@@H:46]2[CH2:48][C@@H:49]3[CH2:52][C@H:51]([C@:45]2([CH3:55])[O:44]1)[C:50]3([CH3:54])[CH3:53])[NH2:42].FC(F)(F)C([O-])=O.CCN(C(C)C)C(C)C. Product: [F:1][C:2]1[C:14]([F:15])=[CH:13][CH:12]=[CH:11][C:3]=1[C:4]([NH:6][CH2:7][C:8]([NH:42][C@H:41]([B:43]1[O:47][C@H:46]2[CH2:48][C@H:49]3[CH2:52][C@@H:51]([C@@:45]2([CH3:55])[O:44]1)[C:50]3([CH3:53])[CH3:54])[CH2:40][CH:39]([CH3:56])[CH3:38])=[O:10])=[O:5]. The catalyst class is: 9. (3) Reactant: [C:1]([O-:9])(=[S:8])[C:2]1[CH:7]=[CH:6][CH:5]=[CH:4][CH:3]=1.[K+].[CH3:11][C:12]([CH3:36])([O:14][C:15]([NH:17][C@H:18]([C:32]([O:34][CH3:35])=[O:33])[C@H:19]([CH3:31])OS(C1C=CC(C)=CC=1)(=O)=O)=[O:16])[CH3:13]. The catalyst class is: 13. Product: [C:1]([S:8][C@H:19]([CH3:31])[C@@H:18]([C:32]([O:34][CH3:35])=[O:33])[NH:17][C:15]([O:14][C:12]([CH3:36])([CH3:11])[CH3:13])=[O:16])(=[O:9])[C:2]1[CH:7]=[CH:6][CH:5]=[CH:4][CH:3]=1.